From a dataset of Forward reaction prediction with 1.9M reactions from USPTO patents (1976-2016). Predict the product of the given reaction. (1) Given the reactants Cl[C:2]1[C:11]2=[N:12][N:13](CC3C=CC(OC)=CC=3)[CH:14]=[C:10]2[C:9]2[CH:8]=[C:7]([O:24][CH3:25])[CH:6]=[CH:5][C:4]=2[N:3]=1.[NH2:26][C:27]1[CH:28]=[C:29]([S:33]([NH:36][CH:37]2[CH2:39][CH2:38]2)(=[O:35])=[O:34])[CH:30]=[CH:31][CH:32]=1.Cl, predict the reaction product. The product is: [CH:37]1([NH:36][S:33]([C:29]2[CH:30]=[CH:31][CH:32]=[C:27]([NH:26][C:2]3[C:11]4=[N:12][NH:13][CH:14]=[C:10]4[C:9]4[CH:8]=[C:7]([O:24][CH3:25])[CH:6]=[CH:5][C:4]=4[N:3]=3)[CH:28]=2)(=[O:35])=[O:34])[CH2:39][CH2:38]1. (2) Given the reactants [S:1]1[C:5]2[CH:6]=[CH:7][CH:8]=[CH:9][C:4]=2[C:3]([N:10]2[CH2:15][CH2:14][N:13]([CH2:16][CH2:17][C:18]3[CH:23]=[CH:22][CH:21]=[CH:20][C:19]=3[NH:24][CH3:25])[CH2:12][CH2:11]2)=[N:2]1.[CH3:26][C:27]([CH3:32])=[CH:28][C:29](Cl)=[O:30], predict the reaction product. The product is: [S:1]1[C:5]2[CH:6]=[CH:7][CH:8]=[CH:9][C:4]=2[C:3]([N:10]2[CH2:15][CH2:14][N:13]([CH2:16][CH2:17][C:18]3[CH:23]=[CH:22][CH:21]=[CH:20][C:19]=3[N:24]([CH3:25])[C:29](=[O:30])[CH:28]=[C:27]([CH3:32])[CH3:26])[CH2:12][CH2:11]2)=[N:2]1. (3) Given the reactants [CH3:1][CH:2]1[C:7](=[O:8])[CH2:6][CH2:5][CH2:4][C:3]1=[O:9].[NH2:10][C:11]1[CH:12]=[C:13]2[C:18](=[CH:19][CH:20]=1)[CH:17]=[C:16]([C:21]([OH:23])=[O:22])[CH:15]=[CH:14]2, predict the reaction product. The product is: [CH3:1][C:2]1[C:3](=[O:9])[CH2:4][CH2:5][CH2:6][C:7]=1[NH:10][C:11]1[CH:12]=[C:13]2[C:18](=[CH:19][CH:20]=1)[CH:17]=[C:16]([C:21]([OH:23])=[O:22])[CH:15]=[CH:14]2.[CH3:6][CH2:7][OH:8]. (4) Given the reactants CS(N)(=O)=O.[N:6]1([S:10]([NH2:13])(=[O:12])=[O:11])[CH2:9][CH2:8][CH2:7]1.C(C1(COC2C(C3CC3)=CC(C(O)=O)=C(F)C=2)C2CC3CC(CC1C3)C2)#N.[CH:41]1([C:44]2[C:45]([O:54][CH2:55][C:56]3([F:62])[CH2:61][CH2:60][CH2:59][CH2:58][CH2:57]3)=[CH:46][C:47]([F:53])=[C:48]([CH:52]=2)[C:49](O)=[O:50])[CH2:43][CH2:42]1, predict the reaction product. The product is: [N:6]1([S:10]([NH:13][C:49](=[O:50])[C:48]2[CH:52]=[C:44]([CH:41]3[CH2:42][CH2:43]3)[C:45]([O:54][CH2:55][C:56]3([F:62])[CH2:57][CH2:58][CH2:59][CH2:60][CH2:61]3)=[CH:46][C:47]=2[F:53])(=[O:12])=[O:11])[CH2:9][CH2:8][CH2:7]1. (5) Given the reactants [OH:1][C@@:2]1([C:9]#[C:10][C:11]2[CH:12]=[C:13]([C:17]3[N:22]=[C:21]([C:23](OCC)=[O:24])[CH:20]=[C:19]([C:28]4[CH:33]=[N:32][CH:31]=[CH:30][N:29]=4)[CH:18]=3)[CH:14]=[CH:15][CH:16]=2)[CH2:6][CH2:5][N:4]([CH3:7])[C:3]1=[O:8].[NH3:34], predict the reaction product. The product is: [OH:1][C@@:2]1([C:9]#[C:10][C:11]2[CH:12]=[C:13]([C:17]3[N:22]=[C:21]([C:23]([NH2:34])=[O:24])[CH:20]=[C:19]([C:28]4[CH:33]=[N:32][CH:31]=[CH:30][N:29]=4)[CH:18]=3)[CH:14]=[CH:15][CH:16]=2)[CH2:6][CH2:5][N:4]([CH3:7])[C:3]1=[O:8]. (6) Given the reactants [C:1]([C:3]1[CH:4]=[C:5]2[C:10](=[CH:11][C:12]=1[O:13][CH2:14][CH:15]1[CH2:20][CH2:19][N:18](OC(OC(C)(C)C)=O)[CH2:17][CH2:16]1)[N:9]=[CH:8][CH:7]=[C:6]2[O:29][C:30]1[CH:31]=[C:32]2[C:36](=[CH:37][CH:38]=1)[N:35]([C:39](=[O:43])[NH:40][CH2:41][CH3:42])[CH:34]=[CH:33]2)#[N:2].O.C(=O)(O)O, predict the reaction product. The product is: [C:1]([C:3]1[CH:4]=[C:5]2[C:10](=[CH:11][C:12]=1[O:13][CH2:14][CH:15]1[CH2:20][CH2:19][NH:18][CH2:17][CH2:16]1)[N:9]=[CH:8][CH:7]=[C:6]2[O:29][C:30]1[CH:31]=[C:32]2[C:36](=[CH:37][CH:38]=1)[N:35]([C:39](=[O:43])[NH:40][CH2:41][CH3:42])[CH:34]=[CH:33]2)#[N:2]. (7) Given the reactants [NH2:1][C@@H:2]1[CH2:6][CH2:5][CH2:4][C@:3]1([CH3:11])[C:7]([O:9][CH3:10])=[O:8].[CH2:12]([O:19][C:20]1[CH:25]=[CH:24][C:23]([S:26](Cl)(=[O:28])=[O:27])=[CH:22][CH:21]=1)[C:13]1[CH:18]=[CH:17][CH:16]=[CH:15][CH:14]=1, predict the reaction product. The product is: [CH2:12]([O:19][C:20]1[CH:25]=[CH:24][C:23]([S:26]([NH:1][C@@H:2]2[CH2:6][CH2:5][CH2:4][C@:3]2([CH3:11])[C:7]([O:9][CH3:10])=[O:8])(=[O:28])=[O:27])=[CH:22][CH:21]=1)[C:13]1[CH:14]=[CH:15][CH:16]=[CH:17][CH:18]=1. (8) The product is: [Cl:25][CH2:26][CH2:27][CH2:28][CH2:29][CH:11]([C:8]1[CH:9]=[CH:10][C:5]([O:4][CH:1]([CH3:3])[CH3:2])=[CH:6][CH:7]=1)[C:12]([OH:14])=[O:13]. Given the reactants [CH:1]([O:4][C:5]1[CH:10]=[CH:9][C:8]([CH2:11][C:12]([OH:14])=[O:13])=[CH:7][CH:6]=1)([CH3:3])[CH3:2].C[Si]([N-][Si](C)(C)C)(C)C.[Na+].[Cl:25][CH2:26][CH2:27][CH2:28][CH2:29]I, predict the reaction product. (9) Given the reactants [Si]([O:8][C@@H:9]1[C@@:38]2([CH3:39])[C:13](=[CH:14][CH:15]=[C:16]3[C@@H:37]2[CH2:36][CH2:35][C@@:34]2([CH3:40])[C@H:17]3[CH2:18][CH2:19][C@@H:20]2[C@@H:21]([O:23][CH:24]([C:27]([O:29][CH:30]([CH3:33])[CH2:31][CH3:32])=[O:28])[CH2:25][CH3:26])[CH3:22])[CH2:12][C@@H:11]([O:41][Si](C(C)(C)C)(C)C)[CH2:10]1)(C(C)(C)C)(C)C.O1CCCC1.[F-].C([N+](CCCC)(CCCC)CCCC)CCC.C(O)(=O)C, predict the reaction product. The product is: [OH:8][C@@H:9]1[C@@:38]2([CH3:39])[C:13](=[CH:14][CH:15]=[C:16]3[C@@H:37]2[CH2:36][CH2:35][C@@:34]2([CH3:40])[C@H:17]3[CH2:18][CH2:19][C@@H:20]2[C@@H:21]([O:23][CH:24]([C:27]([O:29][CH:30]([CH3:33])[CH2:31][CH3:32])=[O:28])[CH2:25][CH3:26])[CH3:22])[CH2:12][C@@H:11]([OH:41])[CH2:10]1. (10) The product is: [S:22]1[C:15]2[C:20](=[CH:19][CH:18]=[CH:17][CH:16]=2)[CH:12]([NH:11][C:4]2[C:3]([CH2:1][CH3:2])=[N:8][CH:7]=[C:6]([CH2:9][CH3:10])[N:5]=2)[CH2:13][CH2:14]1. Given the reactants [CH2:1]([C:3]1[C:4]([NH:11][C@@H:12]2[C:20]3[C:15](=[CH:16][CH:17]=[CH:18][CH:19]=3)[CH2:14][C@@H:13]2O)=[N:5][C:6]([CH2:9][CH3:10])=[CH:7][N:8]=1)[CH3:2].[S:22]1C2C(=CC=CC=2)C(N)CC1, predict the reaction product.